This data is from Reaction yield outcomes from USPTO patents with 853,638 reactions. The task is: Predict the reaction yield, written as a fraction of the theoretical maximum amount of product (1.0 means a 100% yield; for example, 0.34 means a 34% yield). The reactants are [CH:1]1[C:13]2[CH:12]([CH2:14][O:15][C:16](ON3C(=O)CCC3=O)=[O:17])[C:11]3[C:6](=[CH:7][CH:8]=[CH:9][CH:10]=3)[C:5]=2[CH:4]=[CH:3][CH:2]=1.[NH2:26][CH2:27][C@H:28]1[CH2:33][CH2:32][C@H:31]([C:34]([OH:36])=[O:35])[CH2:30][CH2:29]1.Cl. The catalyst is O1CCOCC1.C([O-])([O-])=O.[Na+].[Na+]. The product is [CH:1]1[C:13]2[CH:12]([CH2:14][O:15][C:16]([NH:26][CH2:27][C@H:28]3[CH2:29][CH2:30][C@H:31]([C:34]([OH:36])=[O:35])[CH2:32][CH2:33]3)=[O:17])[C:11]3[C:6](=[CH:7][CH:8]=[CH:9][CH:10]=3)[C:5]=2[CH:4]=[CH:3][CH:2]=1. The yield is 0.330.